Dataset: NCI-60 drug combinations with 297,098 pairs across 59 cell lines. Task: Regression. Given two drug SMILES strings and cell line genomic features, predict the synergy score measuring deviation from expected non-interaction effect. (1) Drug 2: C1CN(P(=O)(OC1)NCCCl)CCCl. Drug 1: CC1=CC=C(C=C1)C2=CC(=NN2C3=CC=C(C=C3)S(=O)(=O)N)C(F)(F)F. Synergy scores: CSS=6.33, Synergy_ZIP=5.28, Synergy_Bliss=8.56, Synergy_Loewe=0.158, Synergy_HSA=-1.43. Cell line: BT-549. (2) Drug 1: CC1CCC2CC(C(=CC=CC=CC(CC(C(=O)C(C(C(=CC(C(=O)CC(OC(=O)C3CCCCN3C(=O)C(=O)C1(O2)O)C(C)CC4CCC(C(C4)OC)O)C)C)O)OC)C)C)C)OC. Drug 2: C1CN(P(=O)(OC1)NCCCl)CCCl. Cell line: SK-MEL-5. Synergy scores: CSS=2.07, Synergy_ZIP=0.250, Synergy_Bliss=2.06, Synergy_Loewe=-2.64, Synergy_HSA=0.376.